This data is from Forward reaction prediction with 1.9M reactions from USPTO patents (1976-2016). The task is: Predict the product of the given reaction. (1) Given the reactants Br[C:2]1[CH:12]=[CH:11][C:5]([C:6]([O:8][CH2:9][CH3:10])=[O:7])=[CH:4][CH:3]=1.[CH:13]1([C:16]#[CH:17])[CH2:15][CH2:14]1.C(N(CC)CC)C, predict the reaction product. The product is: [CH:13]1([C:16]#[C:17][C:2]2[CH:12]=[CH:11][C:5]([C:6]([O:8][CH2:9][CH3:10])=[O:7])=[CH:4][CH:3]=2)[CH2:15][CH2:14]1. (2) Given the reactants [CH3:1][C:2]1[N:7]=[CH:6][C:5]([NH2:8])=[CH:4][CH:3]=1.[C:9]([C:17](Cl)=[O:18])(=[O:16])[C:10]1[CH:15]=[CH:14][CH:13]=[CH:12][CH:11]=1, predict the reaction product. The product is: [CH3:1][C:2]1[N:7]=[CH:6][C:5]([NH:8][C:17](=[O:18])[C:9](=[O:16])[C:10]2[CH:15]=[CH:14][CH:13]=[CH:12][CH:11]=2)=[CH:4][CH:3]=1. (3) The product is: [S:30]1[CH:29]=[C:28]([CH2:27][C@H:26]([NH:25][C:23]([O:22][C:19]([CH3:21])([CH3:18])[CH3:20])=[O:24])[C:37]([NH:2][C@@H:3]([CH2:11][CH:12]2[CH2:13][CH2:14][CH2:15][CH2:16][CH2:17]2)[C:4]([NH:6][CH2:7][CH2:8][O:9][CH3:10])=[O:5])=[O:38])[C:36]2[CH:35]=[CH:34][CH:33]=[CH:32][C:31]1=2. Given the reactants Cl.[NH2:2][C@@H:3]([CH2:11][CH:12]1[CH2:17][CH2:16][CH2:15][CH2:14][CH2:13]1)[C:4]([NH:6][CH2:7][CH2:8][O:9][CH3:10])=[O:5].[CH3:18][C:19]([O:22][C:23]([NH:25][C@H:26]([C:37](O)=[O:38])[CH2:27][C:28]1[C:36]2[C:31](=[CH:32][CH:33]=[CH:34][CH:35]=2)[S:30][CH:29]=1)=[O:24])([CH3:21])[CH3:20].C(Cl)CCl.C1C=CC2N(O)N=NC=2C=1.CN1CCOCC1, predict the reaction product. (4) Given the reactants [Cl:1][C:2]1[CH:7]=[CH:6][C:5]([CH:8]([CH3:12])[C:9]([OH:11])=O)=[CH:4][C:3]=1[C:13]([F:16])([F:15])[F:14].[F:17][C:18]1[CH:23]=[CH:22][C:21]([N:24]2[C:32]3[CH2:31][CH2:30][CH2:29][NH:28][C:27]=3[CH:26]=[N:25]2)=[CH:20][CH:19]=1.CCN(C(C)C)C(C)C, predict the reaction product. The product is: [Cl:1][C:2]1[CH:7]=[CH:6][C:5]([CH:8]([CH3:12])[C:9]([N:28]2[CH2:29][CH2:30][CH2:31][C:32]3[N:24]([C:21]4[CH:22]=[CH:23][C:18]([F:17])=[CH:19][CH:20]=4)[N:25]=[CH:26][C:27]2=3)=[O:11])=[CH:4][C:3]=1[C:13]([F:16])([F:15])[F:14]. (5) Given the reactants Cl.[CH:2]([O:5][CH:6]1[CH2:11][CH2:10][NH:9][CH2:8][CH2:7]1)([CH3:4])[CH3:3].C(N(CC)CC)C.[O:19]=[C:20]1[C:29]2[C:24](=[CH:25][CH:26]=[CH:27][CH:28]=2)[C:23]([CH2:30][C:31]2[CH:36]=[CH:35][N:34]=[C:33]([C:37](O)=[O:38])[CH:32]=2)=[N:22][NH:21]1.F[P-](F)(F)(F)(F)F.N1(OC(N(C)C)=[N+](C)C)C2C=CC=CC=2N=N1, predict the reaction product. The product is: [CH3:3][CH:2]([O:5][CH:6]1[CH2:11][CH2:10][N:9]([C:37]([C:33]2[CH:32]=[C:31]([CH2:30][C:23]3[C:24]4[C:29](=[CH:28][CH:27]=[CH:26][CH:25]=4)[C:20](=[O:19])[NH:21][N:22]=3)[CH:36]=[CH:35][N:34]=2)=[O:38])[CH2:8][CH2:7]1)[CH3:4]. (6) Given the reactants [N:1]([CH:4]([C:6]1[C:11]([CH3:12])=[CH:10][CH:9]=[CH:8][N:7]=1)[CH3:5])=[N+]=[N-].C1C=CC(P(C2C=CC=CC=2)C2C=CC=CC=2)=CC=1, predict the reaction product. The product is: [CH3:12][C:11]1[C:6]([CH:4]([NH2:1])[CH3:5])=[N:7][CH:8]=[CH:9][CH:10]=1. (7) Given the reactants [Cl:1][C:2]1[CH:7]=[C:6]([Cl:8])[CH:5]=[CH:4][C:3]=1[NH:9][CH2:10][C:11]([CH3:13])=O.[N:14]1([N:14]2[CH2:19][CH2:18][CH2:17][CH2:16][CH2:15]2)[CH2:19][CH2:18][C:17](=[O:21])[CH2:16][C:15]1=[O:21].O.[C:29]1(C)[CH:34]=[CH:33][C:32](S(O)(=O)=O)=[CH:31][CH:30]=1.C1(C)C=CC=CC=1, predict the reaction product. The product is: [CH:29]1([N:14]2[CH2:19][CH2:18][C:17]3[N:9]([C:3]4[CH:4]=[CH:5][C:6]([Cl:8])=[CH:7][C:2]=4[Cl:1])[CH:10]=[C:11]([CH3:13])[C:16]=3[C:15]2=[O:21])[CH2:34][CH2:33][CH2:32][CH2:31][CH2:30]1. (8) Given the reactants Cl[C:2]1[N:7]=[C:6]([CH:8]2[CH2:10][CH2:9]2)[C:5]([C:11]([F:14])([F:13])[F:12])=[C:4]([CH2:15][N:16]2[C:24](=[O:25])[C:23]3[C:18](=[CH:19][CH:20]=[CH:21][CH:22]=3)[C:17]2=[O:26])[CH:3]=1.CC1(C)OB([C:33]2[CH:34]=[N:35][C:36]([C:39]([F:42])([F:41])[F:40])=[N:37][CH:38]=2)OC1(C)C.C(=O)([O-])[O-].[K+].[K+], predict the reaction product. The product is: [CH:8]1([C:6]2[C:5]([C:11]([F:14])([F:13])[F:12])=[C:4]([CH2:15][N:16]3[C:24](=[O:25])[C:23]4[C:18](=[CH:19][CH:20]=[CH:21][CH:22]=4)[C:17]3=[O:26])[CH:3]=[C:2]([C:33]3[CH:34]=[N:35][C:36]([C:39]([F:42])([F:41])[F:40])=[N:37][CH:38]=3)[N:7]=2)[CH2:10][CH2:9]1. (9) Given the reactants [F:1][C:2]1[CH:3]=[C:4]2[C:9](=[C:10]([F:13])[C:11]=1F)[N:8]([CH2:14][CH2:15][F:16])[CH:7]=[C:6]([C:17]([OH:19])=[O:18])[C:5]2=[O:20].[CH:21]1([NH:24][CH2:25][C@@H:26]2[C@H:30]([F:31])[CH2:29][NH:28][CH2:27]2)[CH2:23][CH2:22]1, predict the reaction product. The product is: [CH:21]1([NH:24][CH2:25][C@@H:26]2[C@H:30]([F:31])[CH2:29][N:28]([C:11]3[C:10]([F:13])=[C:9]4[C:4]([C:5](=[O:20])[C:6]([C:17]([OH:19])=[O:18])=[CH:7][N:8]4[CH2:14][CH2:15][F:16])=[CH:3][C:2]=3[F:1])[CH2:27]2)[CH2:23][CH2:22]1. (10) Given the reactants CC(C)CC[NH2:5].[N:7]1[CH:8]=[CH:9][N:10]2[CH:15]=[C:14]([C:16]([OH:18])=O)[CH:13]=[CH:12][C:11]=12.[N+:19]([C:22]1[CH:30]=[CH:29][C:25]([C:26](O)=O)=[CH:24][CH:23]=1)([O-:21])=[O:20], predict the reaction product. The product is: [N+:19]([C:22]1[CH:30]=[CH:29][C:25]([CH2:26][NH:5][C:16]([C:14]2[CH:13]=[CH:12][C:11]3[N:10]([CH:9]=[CH:8][N:7]=3)[CH:15]=2)=[O:18])=[CH:24][CH:23]=1)([O-:21])=[O:20].